Task: Predict the product of the given reaction.. Dataset: Forward reaction prediction with 1.9M reactions from USPTO patents (1976-2016) Given the reactants Cl[CH2:2][C:3]1[C:4]([S:9][CH:10]2[CH2:14][CH2:13][CH2:12][CH2:11]2)=[N:5][CH:6]=[CH:7][CH:8]=1.C([O:17][C:18](=[O:29])[CH2:19][CH2:20][CH2:21][C:22]1[CH:27]=[CH:26][C:25]([OH:28])=[CH:24][CH:23]=1)C, predict the reaction product. The product is: [CH:10]1([S:9][C:4]2[C:3]([CH2:2][O:28][C:25]3[CH:24]=[CH:23][C:22]([CH2:21][CH2:20][CH2:19][C:18]([OH:29])=[O:17])=[CH:27][CH:26]=3)=[CH:8][CH:7]=[CH:6][N:5]=2)[CH2:14][CH2:13][CH2:12][CH2:11]1.